From a dataset of Reaction yield outcomes from USPTO patents with 853,638 reactions. Predict the reaction yield, written as a fraction of the theoretical maximum amount of product (1.0 means a 100% yield; for example, 0.34 means a 34% yield). (1) The reactants are [F:1][C:2]1[CH:26]=[CH:25][C:5]([CH2:6][N:7]2[C:11]3=[CH:12][N:13]=[C:14]([C:21]([O:23]C)=O)[C:15](/[CH:16]=[CH:17]\[CH2:18][NH:19][OH:20])=[C:10]3[CH:9]=[CH:8]2)=[CH:4][CH:3]=1. The catalyst is CO. The product is [F:1][C:2]1[CH:26]=[CH:25][C:5]([CH2:6][N:7]2[C:11]3=[CH:12][N:13]=[C:14]4[C:15]([CH:16]=[CH:17][CH2:18][N:19]([OH:20])[C:21]4=[O:23])=[C:10]3[CH:9]=[CH:8]2)=[CH:4][CH:3]=1. The yield is 0.593. (2) The reactants are [C:1]([O:5][C:6](=[O:9])[CH2:7][NH2:8])([CH3:4])([CH3:3])[CH3:2].[O:10]1[CH2:15][CH2:14][CH:13]([CH2:16][CH:17]=O)[CH2:12][CH2:11]1. The catalyst is C(Cl)Cl. The product is [C:1]([O:5][C:6](=[O:9])[CH2:7]/[N:8]=[CH:17]/[CH2:16][CH:13]1[CH2:14][CH2:15][O:10][CH2:11][CH2:12]1)([CH3:4])([CH3:3])[CH3:2]. The yield is 0.330. (3) The reactants are [Br:1][C:2]1[C:7]([C:8]([O:10][CH3:11])=[O:9])=[C:6]([CH:12]=O)[C:5]([OH:14])=[CH:4][CH:3]=1.C1(P(=[C:34]=[C:35]=[O:36])(C2C=CC=CC=2)C2C=CC=CC=2)C=CC=CC=1. No catalyst specified. The product is [Br:1][C:2]1[CH:3]=[CH:4][C:5]2[O:14][C:35](=[O:36])[CH:34]=[CH:12][C:6]=2[C:7]=1[C:8]([O:10][CH3:11])=[O:9]. The yield is 0.720. (4) The reactants are [NH2:1][C:2]1[S:3][CH:4]=[CH:5][N:6]=1.[Br:7][CH2:8][CH2:9][CH2:10][O:11][CH3:12]. No catalyst specified. The product is [BrH:7].[CH3:12][O:11][CH2:10][CH2:9][CH2:8][N:6]1[CH:5]=[CH:4][S:3][C:2]1=[NH:1]. The yield is 0.480. (5) The reactants are Cl[C:2]1[CH:7]=[C:6]([N:8]2[CH:12]=[C:11]([CH3:13])[N:10]=[CH:9]2)[N:5]=[CH:4][N:3]=1.[NH3:14]. The catalyst is C(O)(C)C. The product is [CH3:13][C:11]1[N:10]=[CH:9][N:8]([C:6]2[N:5]=[CH:4][N:3]=[C:2]([NH2:14])[CH:7]=2)[CH:12]=1. The yield is 0.690. (6) The reactants are [OH:1][C:2]1[CH:7]=[CH:6][N:5]([C:8]2[CH:9]=[CH:10][C:11]3[C:12]4[CH2:21][N:20]([C:22]([O:24][C:25]([CH3:28])([CH3:27])[CH3:26])=[O:23])[CH2:19][CH2:18][C:13]=4[N:14]([CH3:17])[C:15]=3[CH:16]=2)[C:4](=[O:29])[CH:3]=1.[Li]N([Si](C)(C)C)[Si](C)(C)C.C1(N([S:47]([C:50]([F:53])([F:52])[F:51])(=[O:49])=[O:48])[S:47]([C:50]([F:53])([F:52])[F:51])(=[O:49])=[O:48])C=CC=CC=1. The catalyst is C1COCC1. The product is [CH3:17][N:14]1[C:15]2[CH:16]=[C:8]([N:5]3[CH:6]=[CH:7][C:2]([O:1][S:47]([C:50]([F:53])([F:52])[F:51])(=[O:49])=[O:48])=[CH:3][C:4]3=[O:29])[CH:9]=[CH:10][C:11]=2[C:12]2[CH2:21][N:20]([C:22]([O:24][C:25]([CH3:26])([CH3:28])[CH3:27])=[O:23])[CH2:19][CH2:18][C:13]1=2. The yield is 0.400.